From a dataset of Reaction yield outcomes from USPTO patents with 853,638 reactions. Predict the reaction yield, written as a fraction of the theoretical maximum amount of product (1.0 means a 100% yield; for example, 0.34 means a 34% yield). (1) The reactants are FC(F)(F)C(O)=O.[Cl:8][C:9]1[CH:14]=[CH:13][CH:12]=[CH:11][C:10]=1[C:15]([C:17]1[C:22]([O:23]COCC[Si](C)(C)C)=[CH:21][CH:20]=[CH:19][N:18]=1)=[O:16]. The catalyst is C(Cl)Cl. The product is [Cl:8][C:9]1[CH:14]=[CH:13][CH:12]=[CH:11][C:10]=1[C:15]([C:17]1[C:22]([OH:23])=[CH:21][CH:20]=[CH:19][N:18]=1)=[O:16]. The yield is 0.820. (2) The reactants are N[C@H](C(O)=O)CS.C1(=O)NC(=O)C=C1.[OH:15][C:16]([CH2:18][CH2:19][CH2:20][CH2:21][C@H:22]1[C@@H:30]2[C@@H:25]([NH:26][C:27]([NH:29]2)=[O:28])[CH2:24][S:23]1)=[O:17]. No catalyst specified. The product is [OH:17][C:16]([CH2:18][CH2:19][CH2:20][CH2:21][C@H:22]1[C@@H:30]2[C@@H:25]([NH:26][C:27]([NH:29]2)=[O:28])[CH2:24][S:23]1)=[O:15]. The yield is 1.00. (3) The reactants are [H-].[H-].[H-].[H-].[Li+].[Al+3].C([O:14][C:15](=O)[C:16]1[CH:21]=[C:20]([F:22])[CH:19]=[CH:18][C:17]=1[O:23][CH2:24][C:25]1[CH:30]=[CH:29][CH:28]=[CH:27][CH:26]=1)C1C=CC=CC=1. No catalyst specified. The product is [CH2:24]([O:23][C:17]1[CH:18]=[CH:19][C:20]([F:22])=[CH:21][C:16]=1[CH2:15][OH:14])[C:25]1[CH:26]=[CH:27][CH:28]=[CH:29][CH:30]=1. The yield is 0.820. (4) The reactants are FC(F)(F)C(O)=O.[CH3:8][O:9][C:10](=[O:53])[C@@H:11]([C:13]1[CH:14]=[C:15]([C:19]2[CH:24]=[CH:23][C:22]([C:25]([C:30]3[CH:35]=[CH:34][C:33]([CH2:36][CH2:37][CH:38]([O:43][Si](C(C)(C)C)(C)C)[C:39]([CH3:42])([CH3:41])[CH3:40])=[C:32]([CH3:51])[CH:31]=3)([CH2:28][CH3:29])[CH2:26][CH3:27])=[CH:21][C:20]=2[CH3:52])[CH:16]=[CH:17][CH:18]=1)[OH:12]. The catalyst is ClCCl. The product is [CH3:8][O:9][C:10](=[O:53])[C@@H:11]([C:13]1[CH:14]=[C:15]([C:19]2[CH:24]=[CH:23][C:22]([C:25]([CH2:26][CH3:27])([C:30]3[CH:35]=[CH:34][C:33]([CH2:36][CH2:37][CH:38]([OH:43])[C:39]([CH3:41])([CH3:42])[CH3:40])=[C:32]([CH3:51])[CH:31]=3)[CH2:28][CH3:29])=[CH:21][C:20]=2[CH3:52])[CH:16]=[CH:17][CH:18]=1)[OH:12]. The yield is 0.870.